Task: Predict which catalyst facilitates the given reaction.. Dataset: Catalyst prediction with 721,799 reactions and 888 catalyst types from USPTO (1) Reactant: [C:1]([O:7][CH2:8][C@H:9]([C:15]1[C:16]([Br:27])=[C:17]2[C:22](=[CH:23][C:24]=1[CH3:25])[N:21]=[C:20]([CH3:26])[CH:19]=[CH:18]2)[O:10][C:11]([CH3:14])([CH3:13])[CH3:12])(=[O:6])[C:2]([CH3:5])([CH3:4])[CH3:3].C1C=C(Cl)C=C(C(OO)=[O:36])C=1. Product: [Br:27][C:16]1[C:15]([C@H:9]([O:10][C:11]([CH3:14])([CH3:13])[CH3:12])[CH2:8][O:7][C:1](=[O:6])[C:2]([CH3:5])([CH3:3])[CH3:4])=[C:24]([CH3:25])[CH:23]=[C:22]2[C:17]=1[CH:18]=[CH:19][C:20]([CH3:26])=[N+:21]2[O-:36]. The catalyst class is: 22. (2) Reactant: [Cl:1][C:2]1[C:3]([C:9]([OH:11])=O)=[N:4][CH:5]=[C:6]([Cl:8])[N:7]=1.S(Cl)(Cl)=O.[N+:16]([C:19]1[N:24]=[C:23]([S:25]([NH2:28])(=[O:27])=[O:26])[CH:22]=[CH:21][CH:20]=1)([O-:18])=[O:17].C(N(CC)CC)C. Product: [Cl:1][C:2]1[C:3]([C:9]([NH:28][S:25]([C:23]2[CH:22]=[CH:21][CH:20]=[C:19]([N+:16]([O-:18])=[O:17])[N:24]=2)(=[O:26])=[O:27])=[O:11])=[N:4][CH:5]=[C:6]([Cl:8])[N:7]=1. The catalyst class is: 59. (3) The catalyst class is: 84. Product: [Cl:13][C:11]1[N:10]=[CH:9][N:8]=[C:7]([NH:33][C@@H:30]2[CH2:31][CH2:32][N:28]([C:25]3[CH:26]=[CH:27][C:22]([F:21])=[CH:23][CH:24]=3)[CH2:29]2)[N:12]=1. Reactant: O1CCCC1.Cl[C:7]1[N:12]=[C:11]([Cl:13])[N:10]=[CH:9][N:8]=1.C(=O)([O-])[O-].[Na+].[Na+].Cl.[F:21][C:22]1[CH:27]=[CH:26][C:25]([N:28]2[CH2:32][CH2:31][C@@H:30]([NH2:33])[CH2:29]2)=[CH:24][CH:23]=1. (4) Reactant: [Cl:1][C:2]1[C:3]2[N:4]([CH:12]=[C:13]([C:15](=[N:17][OH:18])[NH2:16])[N:14]=2)[CH:5]=[C:6]([C:8]([F:11])([F:10])[F:9])[CH:7]=1.[Cl:19][C:20]1[CH:28]=[C:27]([OH:29])[C:26]([Cl:30])=[CH:25][C:21]=1[C:22](O)=O.[CH3:31]CN=C=NCCCN(C)C.Cl.C1C=CC2N(O)N=NC=2C=1. Product: [Cl:1][C:2]1[C:3]2[N:4]([CH:12]=[C:13]([C:15]3[N:16]=[C:22]([C:21]4[CH:25]=[C:26]([Cl:30])[C:27]([O:29][CH3:31])=[CH:28][C:20]=4[Cl:19])[O:18][N:17]=3)[N:14]=2)[CH:5]=[C:6]([C:8]([F:9])([F:10])[F:11])[CH:7]=1. The catalyst class is: 3. (5) Reactant: [CH2:1]([N:5]([CH2:18][CH2:19][CH2:20][CH3:21])[C:6]1[CH:11]=[CH:10][C:9]([CH:12]=[CH:13][CH:14]=O)=[C:8]([O:16][CH3:17])[CH:7]=1)[CH2:2][CH2:3][CH3:4].[C:22]([C:24]1[C:25](=[C:35]([C:38]#[N:39])[C:36]#[N:37])[O:26][C:27]([CH3:34])([C:30]([F:33])([F:32])[F:31])[C:28]=1[CH3:29])#[N:23]. Product: [CH2:1]([N:5]([CH2:18][CH2:19][CH2:20][CH3:21])[C:6]1[CH:11]=[CH:10][C:9]([CH:12]=[CH:13][CH:14]=[CH:29][C:28]2[C:27]([CH3:34])([C:30]([F:33])([F:31])[F:32])[O:26][C:25](=[C:35]([C:38]#[N:39])[C:36]#[N:37])[C:24]=2[C:22]#[N:23])=[C:8]([O:16][CH3:17])[CH:7]=1)[CH2:2][CH2:3][CH3:4]. The catalyst class is: 8. (6) Reactant: [Cl:1][C:2]1[CH:7]=[CH:6][C:5]([NH:8][C:9](=O)[C:10]2[CH:15]=[CH:14][C:13]([CH:16]([CH3:18])[CH3:17])=[CH:12][CH:11]=2)=[CH:4][CH:3]=1.C([O:22][C:23]([C:25]1[C:29]([NH2:30])=[C:28]([C:31]2[CH:36]=[CH:35][CH:34]=[CH:33][CH:32]=2)[O:27][N:26]=1)=O)C.C([O-])([O-])=O.[K+].[K+]. Product: [Cl:1][C:2]1[CH:7]=[CH:6][C:5]([N:8]2[C:23](=[O:22])[C:25]3=[N:26][O:27][C:28]([C:31]4[CH:32]=[CH:33][CH:34]=[CH:35][CH:36]=4)=[C:29]3[N:30]=[C:9]2[C:10]2[CH:15]=[CH:14][C:13]([CH:16]([CH3:18])[CH3:17])=[CH:12][CH:11]=2)=[CH:4][CH:3]=1. The catalyst class is: 309. (7) Reactant: [NH2:1][C@H:2]([C:4]([O:6][C:7]([CH3:10])([CH3:9])[CH3:8])=[O:5])[CH3:3].Cl.C(N(CC)CC)C.[NH:19](C(OCC1C2C(=CC=CC=2)C2C1=CC=CC=2)=O)[C@H:20]([C:28](O)=[O:29])[CH2:21][C:22]1[CH:27]=[CH:26][CH:25]=[CH:24][CH:23]=1.C1C=CC2N(O)N=NC=2C=1.CCN=C=NCCCN(C)C.Cl. Product: [NH2:19][C@H:20]([C:28]([NH:1][C@H:2]([C:4]([O:6][C:7]([CH3:10])([CH3:9])[CH3:8])=[O:5])[CH3:3])=[O:29])[CH2:21][C:22]1[CH:23]=[CH:24][CH:25]=[CH:26][CH:27]=1. The catalyst class is: 3. (8) Reactant: [CH2:1]([CH:8]1[CH2:13][N:12]([C:14]2[CH:19]=[CH:18][C:17]([O:20][CH3:21])=[C:16]([O:22][CH:23]3[CH2:27][CH2:26][CH2:25][CH2:24]3)[CH:15]=2)[CH2:11][CH2:10][N:9]1[C:28](=[O:38])[CH2:29][O:30]CC1C=CC=CC=1)[C:2]1[CH:7]=[CH:6][CH:5]=[CH:4][CH:3]=1. Product: [CH2:1]([C@H:8]1[CH2:13][N:12]([C:14]2[CH:19]=[CH:18][C:17]([O:20][CH3:21])=[C:16]([O:22][CH:23]3[CH2:27][CH2:26][CH2:25][CH2:24]3)[CH:15]=2)[CH2:11][CH2:10][N:9]1[C:28](=[O:38])[CH2:29][OH:30])[C:2]1[CH:3]=[CH:4][CH:5]=[CH:6][CH:7]=1. The catalyst class is: 5. (9) Reactant: [F:1][CH:2]1[CH:7]([C:8]2[C:16]3[C:11](=[CH:12][CH:13]=[C:14]([N+:17]([O-])=O)[CH:15]=3)[NH:10][CH:9]=2)[CH2:6][CH2:5][N:4]([CH3:20])[CH2:3]1.O.NN. The catalyst class is: 94. Product: [F:1][CH:2]1[CH:7]([C:8]2[C:16]3[C:11](=[CH:12][CH:13]=[C:14]([NH2:17])[CH:15]=3)[NH:10][CH:9]=2)[CH2:6][CH2:5][N:4]([CH3:20])[CH2:3]1. (10) Reactant: Cl.[CH:2]([C@:5]1([C:11]([N:13]2[CH2:18][CH:17]=[C:16]([C:19]3[CH:24]=[CH:23][CH:22]=[CH:21][CH:20]=3)[CH2:15][CH2:14]2)=[O:12])[CH2:9][CH2:8][C@@H:7]([NH2:10])[CH2:6]1)([CH3:4])[CH3:3].[O:25]1C[CH2:29][C:28](=[O:31])[CH2:27][CH2:26]1.C(N(CC)CC)C.[C:39](O[BH-](OC(=O)C)OC(=O)C)(=[O:41])C.[Na+].[C:53]([O-])(O)=O.[Na+]. Product: [NH4+:10].[OH-:12].[CH3:26][OH:25].[CH:2]([C@:5]1([C:11]([N:13]2[CH2:14][CH:15]=[C:16]([C:19]3[CH:20]=[CH:21][CH:22]=[CH:23][CH:24]=3)[CH2:17][CH2:18]2)=[O:12])[CH2:9][CH2:8][C@@H:7]([NH:10][C:39](=[O:41])[O:31][C:28]([CH3:27])([CH3:29])[CH3:53])[CH2:6]1)([CH3:4])[CH3:3]. The catalyst class is: 2.